Regression. Given a peptide amino acid sequence and an MHC pseudo amino acid sequence, predict their binding affinity value. This is MHC class I binding data. From a dataset of Peptide-MHC class I binding affinity with 185,985 pairs from IEDB/IMGT. (1) The peptide sequence is LPSSSSYSY. The MHC is HLA-A02:12 with pseudo-sequence HLA-A02:12. The binding affinity (normalized) is 0.0847. (2) The peptide sequence is LRAMESPLR. The MHC is Mamu-B08 with pseudo-sequence Mamu-B08. The binding affinity (normalized) is 0.0689. (3) The peptide sequence is AIFQSSMTY. The binding affinity (normalized) is 0.149. The MHC is HLA-A33:01 with pseudo-sequence HLA-A33:01.